This data is from Reaction yield outcomes from USPTO patents with 853,638 reactions. The task is: Predict the reaction yield, written as a fraction of the theoretical maximum amount of product (1.0 means a 100% yield; for example, 0.34 means a 34% yield). (1) The reactants are [Br:1][C:2]1[C:10]2[N:9]=[C:8]([CH3:11])[NH:7][C:6]=2[CH:5]=[C:4]([N:12]2[CH2:17][CH2:16][O:15][CH2:14][CH2:13]2)[CH:3]=1.C(=O)([O-])[O-].[K+].[K+].Br[CH2:25][C:26]1[CH:31]=[CH:30][CH:29]=[C:28]([C:32]([F:35])([F:34])[F:33])[C:27]=1[CH3:36].CCOC(C)=O. The catalyst is CN(C)C=O. The product is [Br:1][C:2]1[C:10]2[N:9]=[C:8]([CH3:11])[N:7]([CH2:25][C:26]3[CH:31]=[CH:30][CH:29]=[C:28]([C:32]([F:33])([F:34])[F:35])[C:27]=3[CH3:36])[C:6]=2[CH:5]=[C:4]([N:12]2[CH2:17][CH2:16][O:15][CH2:14][CH2:13]2)[CH:3]=1. The yield is 0.700. (2) The reactants are [NH2:1][C:2]1[CH:3]=[C:4]2[C:9](=[CH:10][CH:11]=1)[N:8]=[CH:7][N:6]=[C:5]2[NH:12][C:13]1[CH:18]=[CH:17][CH:16]=[C:15]([Br:19])[CH:14]=1.[C:20]1(=[O:26])[O:25][C:23](=[O:24])[CH:22]=[CH:21]1. The product is [Br:19][C:15]1[CH:14]=[C:13]([NH:12][C:5]2[C:4]3[C:9](=[CH:10][CH:11]=[C:2]([NH:1][C:20]([CH:21]=[CH:22][C:23]([OH:25])=[O:24])=[O:26])[CH:3]=3)[N:8]=[CH:7][N:6]=2)[CH:18]=[CH:17][CH:16]=1. The catalyst is CN(C=O)C.O. The yield is 0.860. (3) The reactants are [CH2:1]([N:8]1[CH:12]=[C:11]([CH2:13][C:14]#N)[C:10]([O:16][CH2:17][C:18]2[CH:23]=[CH:22][CH:21]=[CH:20][CH:19]=2)=[N:9]1)[C:2]1[CH:7]=[CH:6][CH:5]=[CH:4][CH:3]=1.[OH-:24].[Na+].[O:26]1CC[CH2:28][CH2:27]1.Cl. The catalyst is C(O)C. The product is [CH2:1]([N:8]1[CH:12]=[C:11]([CH2:13][C:14]([O:26][CH2:27][CH3:28])=[O:24])[C:10]([O:16][CH2:17][C:18]2[CH:23]=[CH:22][CH:21]=[CH:20][CH:19]=2)=[N:9]1)[C:2]1[CH:7]=[CH:6][CH:5]=[CH:4][CH:3]=1. The yield is 0.990. (4) The reactants are C([O:3][C:4]([C:6]1[N:7]([CH2:13][O:14][CH2:15][CH2:16][Si:17]([CH3:20])([CH3:19])[CH3:18])[CH:8]=[C:9]([C:11]#[N:12])[N:10]=1)=[O:5])C.[OH-].[K+:22]. The catalyst is C(O)C. The product is [K+:22].[C:11]([C:9]1[N:10]=[C:6]([C:4]([O-:5])=[O:3])[N:7]([CH2:13][O:14][CH2:15][CH2:16][Si:17]([CH3:18])([CH3:19])[CH3:20])[CH:8]=1)#[N:12]. The yield is 1.00. (5) The reactants are Cl[C:2]1[CH:3]=[CH:4][C:5]2[N:6]([C:8]([C:11]3[CH:16]=[CH:15][C:14]([C:17]([F:20])([F:19])[F:18])=[CH:13][CH:12]=3)=[N:9][N:10]=2)[N:7]=1.[F:21][C:22]1[CH:27]=[CH:26][C:25]([C:28]2[O:29][C:30]3[CH:40]=[C:39]([N:41]([CH3:46])[S:42]([CH3:45])(=[O:44])=[O:43])[C:38](B4OC(C)(C)C(C)(C)O4)=[CH:37][C:31]=3[C:32]=2[C:33]([NH:35][CH3:36])=[O:34])=[CH:24][CH:23]=1.[O-]P([O-])([O-])=O.[K+].[K+].[K+]. The catalyst is O1CCOCC1.C1C=CC(P(C2C=CC=CC=2)[C-]2C=CC=C2)=CC=1.C1C=CC(P(C2C=CC=CC=2)[C-]2C=CC=C2)=CC=1.Cl[Pd]Cl.[Fe+2]. The product is [F:21][C:22]1[CH:27]=[CH:26][C:25]([C:28]2[O:29][C:30]3[CH:40]=[C:39]([N:41]([CH3:46])[S:42]([CH3:45])(=[O:43])=[O:44])[C:38]([C:2]4[CH:3]=[CH:4][C:5]5[N:6]([C:8]([C:11]6[CH:16]=[CH:15][C:14]([C:17]([F:20])([F:19])[F:18])=[CH:13][CH:12]=6)=[N:9][N:10]=5)[N:7]=4)=[CH:37][C:31]=3[C:32]=2[C:33]([NH:35][CH3:36])=[O:34])=[CH:24][CH:23]=1. The yield is 0.170. (6) The reactants are [C:1]([CH:5]1[CH2:10][CH2:9][C:8](=O)[CH:7]([CH2:12][C:13]#[CH:14])[CH2:6]1)([CH3:4])([CH3:3])[CH3:2].Cl.[NH2:16][OH:17].N1C=CC=CC=1. The catalyst is C(O)C. The product is [C:1]([CH:5]1[CH2:10][CH2:9]/[C:8](=[N:16]/[OH:17])/[CH:7]([CH2:12][C:13]#[CH:14])[CH2:6]1)([CH3:4])([CH3:3])[CH3:2]. The yield is 0.930. (7) The reactants are [Cl:1][C:2]1[CH:7]=[CH:6][N:5]=[C:4]([CH3:8])[CH:3]=1.[F:9][C:10]1[CH:20]=[CH:19][C:13]([C:14](OCC)=[O:15])=[CH:12][CH:11]=1.C[Si]([N-][Si](C)(C)C)(C)C.[Li+]. The catalyst is O1CCCC1. The product is [Cl:1][C:2]1[CH:7]=[CH:6][N:5]=[C:4]([CH2:8][C:14]([C:13]2[CH:19]=[CH:20][C:10]([F:9])=[CH:11][CH:12]=2)=[O:15])[CH:3]=1. The yield is 0.990.